This data is from Reaction yield outcomes from USPTO patents with 853,638 reactions. The task is: Predict the reaction yield, written as a fraction of the theoretical maximum amount of product (1.0 means a 100% yield; for example, 0.34 means a 34% yield). The reactants are [C:1]1([C:7]2[CH:12]=[C:11]([CH:13]3[CH2:18][CH2:17][S:16](=[O:20])(=[O:19])[CH2:15][CH2:14]3)[CH:10]=[CH:9][C:8]=2[NH:21][C:22]([C:24]2[N:25](COCC[Si](C)(C)C)[CH:26]=[C:27]([C:29]#[N:30])[N:28]=2)=[O:23])[CH2:6][CH2:5][CH2:4][CH2:3][CH:2]=1.CCO.C(O)(C(F)(F)F)=O. The catalyst is C(Cl)Cl. The product is [C:1]1([C:7]2[CH:12]=[C:11]([CH:13]3[CH2:14][CH2:15][S:16](=[O:19])(=[O:20])[CH2:17][CH2:18]3)[CH:10]=[CH:9][C:8]=2[NH:21][C:22]([C:24]2[NH:25][CH:26]=[C:27]([C:29]#[N:30])[N:28]=2)=[O:23])[CH2:6][CH2:5][CH2:4][CH2:3][CH:2]=1. The yield is 0.900.